From a dataset of Reaction yield outcomes from USPTO patents with 853,638 reactions. Predict the reaction yield, written as a fraction of the theoretical maximum amount of product (1.0 means a 100% yield; for example, 0.34 means a 34% yield). (1) The reactants are [F:1][C:2]1[CH:7]=[C:6]([CH2:8][C:9]2[C:10](=[O:28])[N:11]([CH:21]3[CH2:26][CH2:25][CH:24]([OH:27])[CH2:23][CH2:22]3)[C:12]3[N:13]([N:18]=[CH:19][N:20]=3)[C:14]=2[CH2:15][CH2:16][CH3:17])[CH:5]=[CH:4][C:3]=1[C:29]1[C:30]([C:35]#[N:36])=[CH:31][CH:32]=[CH:33][CH:34]=1.[N+](=CC(OCC)=[O:41])=[N-].[C:45]1([CH3:51])[CH:50]=CC=C[CH:46]=1. The catalyst is C([O-])(=O)C.[Rh+]. The product is [F:1][C:2]1[CH:7]=[C:6]([CH2:8][C:9]2[C:10](=[O:28])[N:11]([C@H:21]3[CH2:22][CH2:23][C@H:24]([O:27][CH2:46][C:45]([OH:41])([CH3:51])[CH3:50])[CH2:25][CH2:26]3)[C:12]3[N:13]([N:18]=[CH:19][N:20]=3)[C:14]=2[CH2:15][CH2:16][CH3:17])[CH:5]=[CH:4][C:3]=1[C:29]1[C:30]([C:35]#[N:36])=[CH:31][CH:32]=[CH:33][CH:34]=1. The yield is 0.230. (2) The reactants are C([C@@H]([C@H](C(O)=O)O)O)(O)=O.[CH3:11][C@@H:12]1[CH2:16][CH2:15][CH2:14][NH:13]1.[OH-].[Na+].[Cl-].[Na+].O.Cl[CH2:23][CH2:24][C:25]1[N:26]=[N:27][C:28]2[C:33]([CH:34]=1)=[CH:32][CH:31]=[C:30]([C:35]1[CH:42]=[CH:41][C:38]([C:39]#[N:40])=[CH:37][CH:36]=1)[CH:29]=2. The catalyst is C1(C)C=CC=CC=1. The product is [CH3:11][C@@H:12]1[CH2:16][CH2:15][CH2:14][N:13]1[CH2:23][CH2:24][C:25]1[N:26]=[N:27][C:28]2[C:33]([CH:34]=1)=[CH:32][CH:31]=[C:30]([C:35]1[CH:42]=[CH:41][C:38]([C:39]#[N:40])=[CH:37][CH:36]=1)[CH:29]=2. The yield is 0.270.